Dataset: Full USPTO retrosynthesis dataset with 1.9M reactions from patents (1976-2016). Task: Predict the reactants needed to synthesize the given product. (1) The reactants are: [C:1]([C:3]1[CH:4]=[C:5]([C:13]2[N:18]=[CH:17][C:16]([C:19]3[C:20]([CH2:33][CH3:34])=[C:21]([CH2:25][CH2:26][CH2:27][C:28]([O:30]CC)=[O:29])[CH:22]=[CH:23][CH:24]=3)=[CH:15][N:14]=2)[CH:6]=[CH:7][C:8]=1[O:9][CH:10]([CH3:12])[CH3:11])#[N:2].[OH-].[Na+]. Given the product [C:1]([C:3]1[CH:4]=[C:5]([C:13]2[N:14]=[CH:15][C:16]([C:19]3[C:20]([CH2:33][CH3:34])=[C:21]([CH2:25][CH2:26][CH2:27][C:28]([OH:30])=[O:29])[CH:22]=[CH:23][CH:24]=3)=[CH:17][N:18]=2)[CH:6]=[CH:7][C:8]=1[O:9][CH:10]([CH3:12])[CH3:11])#[N:2], predict the reactants needed to synthesize it. (2) Given the product [CH3:21][O:22][C:23]1[NH:24][C:5](=[O:15])[C:6]([NH:7][C:8]([O:10][C:11]([CH3:12])([CH3:13])[CH3:14])=[O:9])=[CH:16][N:25]=1, predict the reactants needed to synthesize it. The reactants are: [H-].[Na+].CO[C:5](=[O:15])[CH2:6][NH:7][C:8]([O:10][C:11]([CH3:14])([CH3:13])[CH3:12])=[O:9].[CH:16](OC)=O.Cl.[CH3:21][O:22][C:23](=[NH:25])[NH2:24]. (3) Given the product [C:22]([N:21]=[C:20]([N:9]1[CH2:10][CH2:11][CH:6]([O:5][C:4]2[CH:12]=[CH:13][CH:14]=[CH:15][C:3]=2[C:2]([F:1])([F:16])[F:17])[CH2:7][CH2:8]1)[S:19][CH3:18])#[N:23], predict the reactants needed to synthesize it. The reactants are: [F:1][C:2]([F:17])([F:16])[C:3]1[CH:15]=[CH:14][CH:13]=[CH:12][C:4]=1[O:5][CH:6]1[CH2:11][CH2:10][NH:9][CH2:8][CH2:7]1.[CH3:18][S:19][C:20](SC)=[N:21][C:22]#[N:23]. (4) The reactants are: [N:1]1[CH2:5][CH2:4][CH2:3][C:2]=1[CH2:6][CH2:7][C:8]1[CH:9]=[C:10]([CH:13]=[CH:14][CH:15]=1)[C:11]#[N:12].[BH4-].[Na+]. Given the product [NH:1]1[CH2:5][CH2:4][CH2:3][CH:2]1[CH2:6][CH2:7][C:8]1[CH:9]=[C:10]([CH:13]=[CH:14][CH:15]=1)[C:11]#[N:12], predict the reactants needed to synthesize it. (5) Given the product [ClH:12].[CH3:14][O:8][C:7](=[O:9])[C@H:2]([CH2:3][CH:4]([CH3:6])[CH3:5])[NH2:1], predict the reactants needed to synthesize it. The reactants are: [NH2:1][C@H:2]([C:7]([OH:9])=[O:8])[CH2:3][CH:4]([CH3:6])[CH3:5].O=S(Cl)[Cl:12].[CH3:14]O. (6) Given the product [OH:16][CH:15]([C:12]1[CH:13]=[CH:14][C:9]([C:6]2[CH:5]=[CH:4][C:3]([O:2][CH3:1])=[CH:8][CH:7]=2)=[CH:10][CH:11]=1)[C:20]1([CH2:19][S:18][CH3:17])[NH:24][C:23](=[O:25])[NH:22][C:21]1=[O:26], predict the reactants needed to synthesize it. The reactants are: [CH3:1][O:2][C:3]1[CH:8]=[CH:7][C:6]([C:9]2[CH:14]=[CH:13][C:12]([CH:15]=[O:16])=[CH:11][CH:10]=2)=[CH:5][CH:4]=1.[CH3:17][S:18][CH2:19][CH:20]1[NH:24][C:23](=[O:25])[NH:22][C:21]1=[O:26]. (7) Given the product [CH2:18]([N:13]1[CH2:12][CH:11]=[C:10]([C:5]2[CH:6]=[CH:7][CH:8]=[CH:9][C:4]=2[O:3][C:2]([F:1])([F:16])[F:17])[CH2:15][CH2:14]1)[C:19]1[CH:24]=[CH:23][CH:22]=[CH:21][CH:20]=1, predict the reactants needed to synthesize it. The reactants are: [F:1][C:2]([F:17])([F:16])[O:3][C:4]1[CH:9]=[CH:8][CH:7]=[CH:6][C:5]=1[C:10]1[CH:15]=[CH:14][N:13]=[CH:12][CH:11]=1.[CH2:18](Br)[C:19]1[CH:24]=[CH:23][CH:22]=[CH:21][CH:20]=1.C(Cl)Cl.CO.[BH4-].[Na+].